This data is from Choline transporter screen with 302,306 compounds. The task is: Binary Classification. Given a drug SMILES string, predict its activity (active/inactive) in a high-throughput screening assay against a specified biological target. (1) The compound is S(=O)(=O)(N1CC(CCC1)C(=O)N1CCN(CC1)c1ccccc1)CCC. The result is 0 (inactive). (2) The compound is s1c(CNC(=O)C2CCN(CC2)c2nc(cnc2C)C)ccc1. The result is 0 (inactive). (3) The drug is s1c2nc(c3c(CC(OC3)(C)C)c2c2ncnc(SCC)c12)c1occc1. The result is 0 (inactive).